Dataset: Catalyst prediction with 721,799 reactions and 888 catalyst types from USPTO. Task: Predict which catalyst facilitates the given reaction. (1) Product: [OH:26][CH2:25][C:22]1[Se:21][C:20]([C:17]2[Se:16][C:15]([C:12]3[Se:11][C:10]([CH2:8][OH:9])=[CH:14][CH:13]=3)=[CH:19][CH:18]=2)=[CH:24][CH:23]=1. Reactant: [BH4-].[Na+].C1COCC1.[CH:8]([C:10]1[Se:11][C:12]([C:15]2[Se:16][C:17]([C:20]3[Se:21][C:22]([CH:25]=[O:26])=[CH:23][CH:24]=3)=[CH:18][CH:19]=2)=[CH:13][CH:14]=1)=[O:9]. The catalyst class is: 13. (2) Reactant: Br.Br[CH2:3][C:4]([C:6]1[CH:11]=[CH:10][N:9]=[CH:8][CH:7]=1)=O.[CH3:12][C:13]([CH3:18])([CH3:17])[C:14]([NH2:16])=[S:15]. Product: [CH3:12][C:13]([C:14]1[S:15][CH:3]=[C:4]([C:6]2[CH:11]=[CH:10][N:9]=[CH:8][CH:7]=2)[N:16]=1)([CH3:18])[CH3:17]. The catalyst class is: 14. (3) Reactant: [C:1]([O:5][C:6]([N:8]1[CH2:17][CH2:16][C:15]2[C:10](=[CH:11][CH:12]=[CH:13][C:14]=2[NH:18][CH2:19][C:20]([O:22]CC)=[O:21])[CH2:9]1)=[O:7])([CH3:4])([CH3:3])[CH3:2].[Li+].[OH-].Cl. Product: [C:1]([O:5][C:6]([N:8]1[CH2:17][CH2:16][C:15]2[C:10](=[CH:11][CH:12]=[CH:13][C:14]=2[NH:18][CH2:19][C:20]([OH:22])=[O:21])[CH2:9]1)=[O:7])([CH3:4])([CH3:2])[CH3:3]. The catalyst class is: 1.